Dataset: hERG Central: cardiac toxicity at 1µM, 10µM, and general inhibition. Task: Predict hERG channel inhibition at various concentrations. (1) The compound is Cn1c(-c2ccc(F)cc2)cnc1NCc1cccc([N+](=O)[O-])c1. Results: hERG_inhib (hERG inhibition (general)): blocker. (2) The drug is CCOC(=O)C1(CC2CC2)CCN(Cc2cn[nH]c2-c2cccc(F)c2)CC1. Results: hERG_inhib (hERG inhibition (general)): blocker. (3) Results: hERG_inhib (hERG inhibition (general)): blocker. The compound is C#Cc1ccc([C@@H]2C=C(C(=O)N3CCN(Cc4ccccc4)CC3)O[C@H](OCCCCO)C2)cc1. (4) The molecule is CN1CCN(CC/C=C2/c3ccccc3Sc3ccc(S(=O)(=O)N(C)C)cc32)CC1. Results: hERG_inhib (hERG inhibition (general)): blocker. (5) The molecule is O=C(C1=C[C@@H](c2ccc(C(F)(F)F)cc2)C[C@@H](OCCCCO)O1)N1CCN(Cc2ccc3c(c2)OCO3)CC1. Results: hERG_inhib (hERG inhibition (general)): blocker. (6) The compound is COc1ccc(CC(C)N2CCN(c3ccccc3OC)CC2)cc1OC. Results: hERG_inhib (hERG inhibition (general)): blocker. (7) The compound is COc1ccc(N2CCN(C(=O)c3ccc(CS(=O)Cc4ccc(Cl)cc4)o3)CC2)cc1. Results: hERG_inhib (hERG inhibition (general)): blocker. (8) The compound is CC(C)(C)c1ccc(C(=O)c2c[nH]c(C(=O)NCCCn3ccnc3)c2)cc1. Results: hERG_inhib (hERG inhibition (general)): blocker. (9) The drug is CCCN1C2CCCC1CC(NC(=S)Nc1cc(C)cc(C)c1)C2. Results: hERG_inhib (hERG inhibition (general)): blocker.